The task is: Predict the product of the given reaction.. This data is from Forward reaction prediction with 1.9M reactions from USPTO patents (1976-2016). Given the reactants Cl.[Cl:2][C:3]1[CH:4]=[CH:5][C:6]([S:11]([CH2:14][CH3:15])(=[O:13])=[O:12])=[C:7]([CH2:9][NH2:10])[CH:8]=1.[NH2:16][C:17]1[C:25]([Br:26])=[C:24]([CH3:27])[C:23]([Br:28])=[CH:22][C:18]=1[C:19](O)=[O:20], predict the reaction product. The product is: [NH2:16][C:17]1[C:25]([Br:26])=[C:24]([CH3:27])[C:23]([Br:28])=[CH:22][C:18]=1[C:19]([NH:10][CH2:9][C:7]1[CH:8]=[C:3]([Cl:2])[CH:4]=[CH:5][C:6]=1[S:11]([CH2:14][CH3:15])(=[O:13])=[O:12])=[O:20].